Dataset: Reaction yield outcomes from USPTO patents with 853,638 reactions. Task: Predict the reaction yield, written as a fraction of the theoretical maximum amount of product (1.0 means a 100% yield; for example, 0.34 means a 34% yield). The reactants are [Br:1][CH2:2][CH2:3]Br.[OH:5][C:6]1[CH:13]=[CH:12][C:9]([CH:10]=[O:11])=[CH:8][CH:7]=1.C([O-])([O-])=O.[K+].[K+]. The catalyst is CC(C)=O.C(OCC)(=O)C. The product is [Br:1][CH2:2][CH2:3][O:5][C:6]1[CH:13]=[CH:12][C:9]([CH:10]=[O:11])=[CH:8][CH:7]=1. The yield is 0.440.